Dataset: Full USPTO retrosynthesis dataset with 1.9M reactions from patents (1976-2016). Task: Predict the reactants needed to synthesize the given product. (1) Given the product [Cl:1][C:2]1[CH:3]=[CH:4][C:5]([C:8]2[N:17]=[C:16]([C:18]([N:28]3[CH2:27][CH2:26][C:25]4[C:30](=[CH:31][CH:32]=[C:33]([O:34][CH3:35])[C:24]=4[O:23][CH3:22])[CH2:29]3)=[O:19])[C:15]3[C:10](=[CH:11][CH:12]=[CH:13][CH:14]=3)[N:9]=2)=[CH:6][CH:7]=1, predict the reactants needed to synthesize it. The reactants are: [Cl:1][C:2]1[CH:7]=[CH:6][C:5]([C:8]2[N:17]=[C:16]([C:18](O)=[O:19])[C:15]3[C:10](=[CH:11][CH:12]=[CH:13][CH:14]=3)[N:9]=2)=[CH:4][CH:3]=1.Cl.[CH3:22][O:23][C:24]1[C:33]([O:34][CH3:35])=[CH:32][CH:31]=[C:30]2[C:25]=1[CH2:26][CH2:27][NH:28][CH2:29]2. (2) Given the product [C:26]1([C:25]2[C:18]3[C:17]([NH:16][CH2:15][CH2:14][N:11]4[CH2:10][CH2:9][NH:8][CH2:13][CH2:12]4)=[N:22][CH:21]=[N:20][C:19]=3[O:23][C:24]=2[C:32]2[CH:37]=[CH:36][CH:35]=[CH:34][CH:33]=2)[CH:27]=[CH:28][CH:29]=[CH:30][CH:31]=1, predict the reactants needed to synthesize it. The reactants are: C(OC([N:8]1[CH2:13][CH2:12][N:11]([CH2:14][CH2:15][NH:16][C:17]2[C:18]3[C:25]([C:26]4[CH:31]=[CH:30][CH:29]=[CH:28][CH:27]=4)=[C:24]([C:32]4[CH:37]=[CH:36][CH:35]=[CH:34][CH:33]=4)[O:23][C:19]=3[N:20]=[CH:21][N:22]=2)[CH2:10][CH2:9]1)=O)(C)(C)C. (3) Given the product [Br:1][C:2]1[CH:7]=[C:6]([F:8])[CH:5]=[C:4]([O:9][CH2:11][CH:12]2[CH2:17][CH2:16][CH2:15][CH2:14][CH2:13]2)[CH:3]=1, predict the reactants needed to synthesize it. The reactants are: [Br:1][C:2]1[CH:3]=[C:4]([OH:9])[CH:5]=[C:6]([F:8])[CH:7]=1.Br[CH2:11][CH:12]1[CH2:17][CH2:16][CH2:15][CH2:14][CH2:13]1. (4) Given the product [Cl:1][C:2]1[N:3]=[CH:4][N:5]([CH2:8][CH2:9][CH2:10][NH:11][C:12]([C:14]2[C:22]3[N:21]=[C:20]([C:23]4[CH:28]=[CH:27][C:26]([NH2:29])=[CH:25][C:24]=4[CH2:30][CH2:31][N:32]4[CH2:37][CH2:36][O:35][CH2:34][CH2:33]4)[NH:19][C:18]=3[C:17]([OH:38])=[CH:16][CH:15]=2)=[O:13])[C:6]=1[Cl:7], predict the reactants needed to synthesize it. The reactants are: [Cl:1][C:2]1[N:3]=[CH:4][N:5]([CH2:8][CH2:9][CH2:10][NH:11][C:12]([C:14]2[C:22]3[N:21]=[C:20]([C:23]4[CH:28]=[CH:27][C:26]([NH2:29])=[CH:25][C:24]=4[CH2:30][CH2:31][N:32]4[CH2:37][CH2:36][O:35][CH2:34][CH2:33]4)[NH:19][C:18]=3[C:17]([O:38]C)=[CH:16][CH:15]=2)=[O:13])[C:6]=1[Cl:7].B(Br)(Br)Br. (5) Given the product [NH2:1][C:2]1[N:7]=[CH:6][N:5]=[C:4]([NH:8][C@H:9]([C:11]2[N:16]([C:17]3[CH:22]=[CH:21][CH:20]=[CH:19][CH:18]=3)[C:15](=[O:23])[C:14]3=[C:24]([CH3:27])[CH:25]=[CH:26][N:13]3[N:12]=2)[CH3:10])[C:3]=1[C:36]1[CH:37]=[C:31]([O:30][CH3:29])[CH:32]=[C:33]([NH2:34])[CH:35]=1, predict the reactants needed to synthesize it. The reactants are: [NH2:1][C:2]1[N:7]=[CH:6][N:5]=[C:4]([NH:8][C@H:9]([C:11]2[N:16]([C:17]3[CH:22]=[CH:21][CH:20]=[CH:19][CH:18]=3)[C:15](=[O:23])[C:14]3=[C:24]([CH3:27])[CH:25]=[CH:26][N:13]3[N:12]=2)[CH3:10])[C:3]=1Br.[CH3:29][O:30][C:31]1[CH:32]=[C:33]([CH:35]=[C:36](B2OC(C)(C)C(C)(C)O2)[CH:37]=1)[NH2:34].C(=O)([O-])[O-].[Cs+].[Cs+]. (6) Given the product [N:36]1([CH2:9][C:8]2[C:4]([CH:1]3[CH2:3][CH2:2]3)=[N:5][N:6]([C:11]3[CH:16]=[CH:15][N:14]=[C:13]([NH:17][C:18]4[C:19]([O:33][CH3:34])=[CH:20][C:21]([N:27]([CH3:32])[CH:28]5[CH2:31][O:30][CH2:29]5)=[C:22]([NH:24][C:29](=[O:30])[CH:28]=[CH2:31])[CH:23]=4)[N:12]=3)[CH:7]=2)[CH2:39][CH2:38][CH2:37]1, predict the reactants needed to synthesize it. The reactants are: [CH:1]1([C:4]2[C:8]([CH:9]=O)=[CH:7][N:6]([C:11]3[CH:16]=[CH:15][N:14]=[C:13]([NH:17][C:18]4[CH:23]=[C:22]([N+:24]([O-])=O)[C:21]([N:27]([CH3:32])[CH:28]5[CH2:31][O:30][CH2:29]5)=[CH:20][C:19]=4[O:33][CH3:34])[N:12]=3)[N:5]=2)[CH2:3][CH2:2]1.Cl.[NH:36]1[CH2:39][CH2:38][CH2:37]1. (7) Given the product [OH:19][C:17]1[CH:18]=[C:9]([C:42]2[CH:43]=[CH:44][C:39]([F:38])=[C:40]([F:47])[C:41]=2[F:46])[CH:10]=[C:11]2[C:16]=1[N:15]=[CH:14][NH:13][C:12]2=[O:36], predict the reactants needed to synthesize it. The reactants are: CC1(C)C(C)(C)OB([C:9]2[CH:10]=[C:11]3[C:16](=[C:17]([O:19]COCC[Si](C)(C)C)[CH:18]=2)[N:15]=[CH:14][N:13](COCC[Si](C)(C)C)[C:12]3=[O:36])O1.[F:38][C:39]1[CH:44]=[CH:43][C:42](I)=[C:41]([F:46])[C:40]=1[F:47].FC1C=C(I)C=C(F)C=1F.C(=O)([O-])[O-].[K+].[K+]. (8) Given the product [Cl:38][CH2:39][CH2:40][CH2:41][NH:42][C:16]1[N:17]=[C:18]([C:19]2[CH:20]=[C:21]([CH:28]=[CH:29][C:30]=2[CH3:31])[C:22]([NH:24][CH2:25][CH2:26][CH3:27])=[O:23])[C:13]2[CH2:12][NH:11][C:10](=[O:36])[N:9]([C:3]3[C:2]([F:1])=[CH:7][CH:6]=[CH:5][C:4]=3[F:8])[C:14]=2[N:15]=1, predict the reactants needed to synthesize it. The reactants are: [F:1][C:2]1[CH:7]=[CH:6][CH:5]=[C:4]([F:8])[C:3]=1[N:9]1[C:14]2[N:15]=[C:16](S(C)(=O)=O)[N:17]=[C:18]([C:19]3[CH:20]=[C:21]([CH:28]=[CH:29][C:30]=3[CH3:31])[C:22]([NH:24][CH2:25][CH2:26][CH3:27])=[O:23])[C:13]=2[CH2:12][NH:11][C:10]1=[O:36].Cl.[Cl:38][CH2:39][CH2:40][CH2:41][NH2:42].C(N(CC)CC)C.